This data is from Forward reaction prediction with 1.9M reactions from USPTO patents (1976-2016). The task is: Predict the product of the given reaction. (1) Given the reactants C([O:3][C:4](=[O:19])[CH:5]([O:16][CH2:17][CH3:18])[CH2:6][C:7]1[CH:8]=[C:9]2[C:13](=[CH:14][CH:15]=1)[NH:12][CH:11]=[CH:10]2)C.Cl[CH2:21][C:22]1[N:23]=[C:24]([C:28]2[S:29][CH:30]=[CH:31][CH:32]=2)[O:25][C:26]=1[CH3:27], predict the reaction product. The product is: [CH2:17]([O:16][CH:5]([CH2:6][C:7]1[CH:8]=[C:9]2[C:13](=[CH:14][CH:15]=1)[N:12]([CH2:21][C:22]1[N:23]=[C:24]([C:28]3[S:29][CH:30]=[CH:31][CH:32]=3)[O:25][C:26]=1[CH3:27])[CH:11]=[CH:10]2)[C:4]([OH:3])=[O:19])[CH3:18]. (2) The product is: [CH2:1]([O:3][C:4](=[O:16])[CH:5]([CH2:9][C:10]1[CH:15]=[CH:14][CH:13]=[CH:12][CH:11]=1)[C:6]([NH:40][C:37]1[S:38][CH:39]=[C:35]([C:29]2[CH:34]=[CH:33][CH:32]=[CH:31][CH:30]=2)[N:36]=1)=[O:8])[CH3:2]. Given the reactants [CH2:1]([O:3][C:4](=[O:16])[CH:5]([CH2:9][C:10]1[CH:15]=[CH:14][CH:13]=[CH:12][CH:11]=1)[C:6]([OH:8])=O)[CH3:2].Cl.CN(C)CCCN=C=NCC.[C:29]1([C:35]2[N:36]=[C:37]([NH2:40])[S:38][CH:39]=2)[CH:34]=[CH:33][CH:32]=[CH:31][CH:30]=1, predict the reaction product. (3) Given the reactants [F:1][C:2]1[CH:7]=[CH:6][CH:5]=[CH:4][C:3]=1B(O)O.C[O:12][C:13](=[O:42])[CH2:14][CH2:15][C:16]1[CH:21]=[CH:20][C:19]([O:22][C:23]2[CH:28]=[CH:27][CH:26]=[C:25]([O:29][C:30]3[CH:35]=[CH:34][C:33]([C:36]([F:39])([F:38])[F:37])=[CH:32][C:31]=3Br)[CH:24]=2)=[CH:18][C:17]=1[CH3:41], predict the reaction product. The product is: [F:1][C:2]1[CH:7]=[CH:6][CH:5]=[CH:4][C:3]=1[C:31]1[CH:32]=[C:33]([C:36]([F:39])([F:38])[F:37])[CH:34]=[CH:35][C:30]=1[O:29][C:25]1[CH:24]=[C:23]([CH:28]=[CH:27][CH:26]=1)[O:22][C:19]1[CH:20]=[CH:21][C:16]([CH2:15][CH2:14][C:13]([OH:42])=[O:12])=[C:17]([CH3:41])[CH:18]=1. (4) Given the reactants [C:1]([Si:5]([CH3:38])([CH3:37])[O:6][C:7]1[CH:12]=[CH:11][C:10]([C:13]([C:18]2[CH:23]=[CH:22][C:21]([C:24]#[C:25][C:26]([C:28]3([CH3:34])[CH2:33][CH2:32][CH2:31][CH2:30][CH2:29]3)=[O:27])=[C:20]([CH3:35])[CH:19]=2)([CH2:16][CH3:17])[CH2:14][CH3:15])=[CH:9][C:8]=1[CH3:36])([CH3:4])([CH3:3])[CH3:2].[BH4-].[Na+].C(OCC)(=O)C, predict the reaction product. The product is: [C:1]([Si:5]([CH3:37])([CH3:38])[O:6][C:7]1[CH:12]=[CH:11][C:10]([C:13]([C:18]2[CH:23]=[CH:22][C:21]([C:24]#[C:25][CH:26]([C:28]3([CH3:34])[CH2:29][CH2:30][CH2:31][CH2:32][CH2:33]3)[OH:27])=[C:20]([CH3:35])[CH:19]=2)([CH2:14][CH3:15])[CH2:16][CH3:17])=[CH:9][C:8]=1[CH3:36])([CH3:2])([CH3:4])[CH3:3].